Predict the reaction yield, written as a fraction of the theoretical maximum amount of product (1.0 means a 100% yield; for example, 0.34 means a 34% yield). From a dataset of Reaction yield outcomes from USPTO patents with 853,638 reactions. (1) The reactants are [NH2:1][CH2:2][CH2:3][NH:4][C:5]1[C:6](=[O:22])[N:7]([C:18]([CH3:21])([CH3:20])[CH3:19])[S:8](=[O:17])(=[O:16])[C:9]=1[C:10]1[CH:15]=[CH:14][CH:13]=[CH:12][CH:11]=1.Cl[C:24]1[C:29]([Cl:30])=[CH:28][C:27]([C:31]([F:34])([F:33])[F:32])=[CH:26][N:25]=1. The catalyst is CN(C=O)C. The product is [C:18]([N:7]1[C:6](=[O:22])[C:5]([NH:4][CH2:3][CH2:2][NH:1][C:24]2[C:29]([Cl:30])=[CH:28][C:27]([C:31]([F:34])([F:32])[F:33])=[CH:26][N:25]=2)=[C:9]([C:10]2[CH:15]=[CH:14][CH:13]=[CH:12][CH:11]=2)[S:8]1(=[O:17])=[O:16])([CH3:19])([CH3:21])[CH3:20]. The yield is 0.380. (2) The reactants are [Br:1][C:2]1[CH:7]=[CH:6][C:5]([O:8][C:9]([F:12])([F:11])[F:10])=[CH:4][CH:3]=1.[Cl:13][S:14](O)(=[O:16])=[O:15]. No catalyst specified. The product is [Br:1][C:2]1[CH:3]=[CH:4][C:5]([O:8][C:9]([F:10])([F:11])[F:12])=[C:6]([S:14]([Cl:13])(=[O:16])=[O:15])[CH:7]=1. The yield is 0.640. (3) The reactants are [CH2:1]([O:8][C:9]1[CH:14]=[CH:13][N:12]([C:15]2[CH:16]=[CH:17][C:18]3[C:19]4[CH2:28][NH:27][CH2:26][CH2:25][C:20]=4[N:21]([CH3:24])[C:22]=3[CH:23]=2)[C:11](=[O:29])[CH:10]=1)[C:2]1[CH:7]=[CH:6][CH:5]=[CH:4][CH:3]=1.Cl[CH2:31][C:32](Cl)=[O:33].C[CH2:36][N:37](CC)[CH2:38]C.N(C)C.C([O-])([O-])=O.[K+].[K+]. The catalyst is C(Cl)Cl.CN(C=O)C. The product is [CH2:1]([O:8][C:9]1[CH:14]=[CH:13][N:12]([C:15]2[CH:16]=[CH:17][C:18]3[C:19]4[CH2:28][N:27]([C:32](=[O:33])[CH2:31][N:37]([CH3:38])[CH3:36])[CH2:26][CH2:25][C:20]=4[N:21]([CH3:24])[C:22]=3[CH:23]=2)[C:11](=[O:29])[CH:10]=1)[C:2]1[CH:3]=[CH:4][CH:5]=[CH:6][CH:7]=1. The yield is 0.510. (4) The reactants are C([O:8][C:9]1[CH:18]=[C:17]2[C:12]([C:13]([O:19][C:20]3[CH:25]=[CH:24][C:23]([N+:26]([O-:28])=[O:27])=[CH:22][C:21]=3[F:29])=[CH:14][CH:15]=[N:16]2)=[CH:11][C:10]=1[O:30][CH3:31])C1C=CC=CC=1.Br. The catalyst is CC(O)=O. The product is [F:29][C:21]1[CH:22]=[C:23]([N+:26]([O-:28])=[O:27])[CH:24]=[CH:25][C:20]=1[O:19][C:13]1[C:12]2[C:17](=[CH:18][C:9]([OH:8])=[C:10]([O:30][CH3:31])[CH:11]=2)[N:16]=[CH:15][CH:14]=1. The yield is 0.920. (5) The catalyst is CCCCCC.C(OCC)(=O)C. The product is [CH:21]([C:18]1[CH:19]=[CH:20][C:15]([CH:12]2[C:11]3[C:24]([CH3:25])=[C:7]([NH:6][C:4](=[O:5])[CH2:3][C:2]([CH3:31])([CH3:30])[CH3:1])[C:8]([CH3:29])=[C:9]([C:33]4[S:34][CH:35]=[C:36]([CH3:38])[N:37]=4)[C:10]=3[O:14][CH2:13]2)=[CH:16][CH:17]=1)([CH3:23])[CH3:22]. The reactants are [CH3:1][C:2]([CH3:31])([CH3:30])[CH2:3][C:4]([NH:6][C:7]1[C:8]([CH3:29])=[C:9](B(O)O)[C:10]2[O:14][CH2:13][CH:12]([C:15]3[CH:20]=[CH:19][C:18]([CH:21]([CH3:23])[CH3:22])=[CH:17][CH:16]=3)[C:11]=2[C:24]=1[CH3:25])=[O:5].Br[C:33]1[S:34][CH:35]=[C:36]([CH3:38])[N:37]=1. The yield is 0.620. (6) The reactants are [Cl-].[NH4+].C(O)(=O)C.[CH3:7][N:8]1[C:16]2[C:11](=[CH:12][C:13]([N+:17]([O-])=O)=[CH:14][CH:15]=2)[CH:10]=[N:9]1.C(OCC)(=O)C. The catalyst is C(O)C.O.[Zn]. The product is [CH3:7][N:8]1[C:16]2[C:11](=[CH:12][C:13]([NH2:17])=[CH:14][CH:15]=2)[CH:10]=[N:9]1. The yield is 0.180.